Dataset: Full USPTO retrosynthesis dataset with 1.9M reactions from patents (1976-2016). Task: Predict the reactants needed to synthesize the given product. (1) Given the product [Cl:18][C:19]1[CH:20]=[CH:21][C:22]2[N:23]([C:25]([C:28]([C:10]3[C:2]([F:1])=[C:3]4[C:7](=[CH:8][C:9]=3[F:11])[N:6]([CH3:12])[N:5]=[CH:4]4)([OH:30])[CH3:29])=[CH:26][N:27]=2)[N:24]=1, predict the reactants needed to synthesize it. The reactants are: [F:1][C:2]1[CH:10]=[C:9]([F:11])[CH:8]=[C:7]2[C:3]=1[CH:4]=[N:5][N:6]2[CH3:12].[Li]CCCC.[Cl:18][C:19]1[CH:20]=[CH:21][C:22]2[N:23]([C:25]([C:28](=[O:30])[CH3:29])=[CH:26][N:27]=2)[N:24]=1. (2) Given the product [Cl:19][C:20]1[CH:21]=[C:22]([C:23]2[O:10][C:8]([C:6]3[S:7][C:3]([CH2:1][CH3:2])=[C:4]4[CH2:14][C:13]([CH3:15])([CH3:17])[CH2:12][CH2:11][C:5]=34)=[N:26][N:25]=2)[CH:27]=[C:28]([CH3:30])[N:29]=1, predict the reactants needed to synthesize it. The reactants are: [CH2:1]([C:3]1[S:7][C:6]([C:8]([OH:10])=O)=[C:5]2[CH2:11][CH2:12][C:13]([CH2:17]C)([CH2:15]C)[CH2:14][C:4]=12)[CH3:2].[Cl:19][C:20]1[CH:21]=[C:22]([CH:27]=[C:28]([CH3:30])[N:29]=1)[C:23]([NH:25][NH2:26])=O. (3) Given the product [ClH:30].[NH2:21][CH:18]1[CH2:17][CH2:16][N:15]([CH2:14][CH2:13][N:10]2[C:11]3[C:6](=[CH:5][CH:4]=[C:3]([O:2][CH3:1])[N:12]=3)[CH:7]=[CH:8][C:9]2=[O:29])[CH2:20][CH2:19]1, predict the reactants needed to synthesize it. The reactants are: [CH3:1][O:2][C:3]1[N:12]=[C:11]2[C:6]([CH:7]=[CH:8][C:9](=[O:29])[N:10]2[CH2:13][CH2:14][N:15]2[CH2:20][CH2:19][CH:18]([NH:21]C(=O)OC(C)(C)C)[CH2:17][CH2:16]2)=[CH:5][CH:4]=1.[ClH:30].C(OCC)(=O)C. (4) Given the product [CH3:23][O:22][C:19]1[CH:20]=[C:21]2[C:16](=[CH:17][C:18]=1[O:24][CH3:25])[N:15]=[CH:14][N:13]=[C:12]2[N:9]1[CH2:10][CH2:11][C:6]2[NH:5][N:4]=[C:3]([CH2:2][N:28]([CH2:29][CH3:30])[CH2:26][CH3:27])[C:7]=2[CH2:8]1, predict the reactants needed to synthesize it. The reactants are: Cl[CH2:2][C:3]1[C:7]2[CH2:8][N:9]([C:12]3[C:21]4[C:16](=[CH:17][C:18]([O:24][CH3:25])=[C:19]([O:22][CH3:23])[CH:20]=4)[N:15]=[CH:14][N:13]=3)[CH2:10][CH2:11][C:6]=2[NH:5][N:4]=1.[CH2:26]([NH:28][CH2:29][CH3:30])[CH3:27]. (5) The reactants are: [C:1]1([C:7]2(C(O)=O)[CH2:12][CH2:11][CH2:10][CH2:9][CH2:8]2)[CH:6]=[CH:5][CH:4]=[CH:3][CH:2]=1.C([N:18]([CH2:21]C)CC)C.C1(P(N=[N+]=[N-])(C2C=CC=CC=2)=[O:30])C=CC=CC=1.[CH2:40]([OH:47])[C:41]1[CH:46]=[CH:45][CH:44]=[CH:43][CH:42]=1. Given the product [CH2:40]([O:47][C:21](=[O:30])[NH:18][C:7]1([C:1]2[CH:2]=[CH:3][CH:4]=[CH:5][CH:6]=2)[CH2:8][CH2:9][CH2:10][CH2:11][CH2:12]1)[C:41]1[CH:46]=[CH:45][CH:44]=[CH:43][CH:42]=1, predict the reactants needed to synthesize it.